Dataset: NCI-60 drug combinations with 297,098 pairs across 59 cell lines. Task: Regression. Given two drug SMILES strings and cell line genomic features, predict the synergy score measuring deviation from expected non-interaction effect. (1) Drug 1: C1CC(C1)(C(=O)O)C(=O)O.[NH2-].[NH2-].[Pt+2]. Drug 2: C(CN)CNCCSP(=O)(O)O. Cell line: BT-549. Synergy scores: CSS=11.7, Synergy_ZIP=-4.73, Synergy_Bliss=-3.99, Synergy_Loewe=-6.88, Synergy_HSA=-2.48. (2) Drug 1: C1=CC(=CC=C1CCC2=CNC3=C2C(=O)NC(=N3)N)C(=O)NC(CCC(=O)O)C(=O)O. Drug 2: C1=NNC2=C1C(=O)NC=N2. Cell line: LOX IMVI. Synergy scores: CSS=48.4, Synergy_ZIP=0.631, Synergy_Bliss=-1.12, Synergy_Loewe=0.346, Synergy_HSA=0.535. (3) Drug 1: CC1=C(N=C(N=C1N)C(CC(=O)N)NCC(C(=O)N)N)C(=O)NC(C(C2=CN=CN2)OC3C(C(C(C(O3)CO)O)O)OC4C(C(C(C(O4)CO)O)OC(=O)N)O)C(=O)NC(C)C(C(C)C(=O)NC(C(C)O)C(=O)NCCC5=NC(=CS5)C6=NC(=CS6)C(=O)NCCC[S+](C)C)O. Drug 2: CC1C(C(CC(O1)OC2CC(CC3=C2C(=C4C(=C3O)C(=O)C5=CC=CC=C5C4=O)O)(C(=O)C)O)N)O. Cell line: HCT116. Synergy scores: CSS=42.0, Synergy_ZIP=-15.2, Synergy_Bliss=-22.1, Synergy_Loewe=-15.6, Synergy_HSA=-14.5.